This data is from Forward reaction prediction with 1.9M reactions from USPTO patents (1976-2016). The task is: Predict the product of the given reaction. Given the reactants [CH3:1][O:2][C:3]1[CH:4]=[C:5]2[C:10](=[CH:11][C:12]=1[O:13][CH3:14])[N:9]=[CH:8][N:7]=[C:6]2[O:15][C:16]1[CH:22]=[CH:21][C:19]([NH2:20])=[CH:18][CH:17]=1.C1(C)C=CC=CC=1.C(N(CC)CC)C.Cl[C:38](Cl)([O:40]C(=O)OC(Cl)(Cl)Cl)Cl.[F:49][C:50]1[CH:58]=[C:57]([F:59])[C:56]([F:60])=[CH:55][C:51]=1[CH:52]([OH:54])[CH3:53], predict the reaction product. The product is: [CH3:1][O:2][C:3]1[CH:4]=[C:5]2[C:10](=[CH:11][C:12]=1[O:13][CH3:14])[N:9]=[CH:8][N:7]=[C:6]2[O:15][C:16]1[CH:22]=[CH:21][C:19]([NH:20][C:38](=[O:40])[O:54][CH:52]([C:51]2[CH:55]=[C:56]([F:60])[C:57]([F:59])=[CH:58][C:50]=2[F:49])[CH3:53])=[CH:18][CH:17]=1.